This data is from Reaction yield outcomes from USPTO patents with 853,638 reactions. The task is: Predict the reaction yield, written as a fraction of the theoretical maximum amount of product (1.0 means a 100% yield; for example, 0.34 means a 34% yield). (1) The reactants are C([O:3][C:4]([C:6]1[C:7]([C:12]2[CH:17]=[CH:16][CH:15]=[C:14]([F:18])[C:13]=2[F:19])=[N:8][O:9][C:10]=1[CH3:11])=O)C.C(OC(C1C(C2C=CC=CC=2F)=NOC=1C)=O)C. No catalyst specified. The product is [F:19][C:13]1[C:14]([F:18])=[CH:15][CH:16]=[CH:17][C:12]=1[C:7]1[C:6]([CH2:4][OH:3])=[C:10]([CH3:11])[O:9][N:8]=1. The yield is 0.350. (2) The reactants are [Cl:1][C:2]1[C:10]2[C:6](=[C:7]3[NH:14][C:13]([CH:15]4[CH2:20][CH2:19][N:18](C(OC(C)(C)C)=O)[CH2:17][CH2:16]4)=[CH:12][C:11](=[O:28])[N:8]3[N:9]=2)[CH:5]=[CH:4][CH:3]=1.Cl. The catalyst is CO.O1CCOCC1. The product is [ClH:1].[Cl:1][C:2]1[C:10]2[C:6](=[C:7]3[NH:8][C:11](=[O:28])[CH:12]=[C:13]([CH:15]4[CH2:20][CH2:19][NH:18][CH2:17][CH2:16]4)[N:14]3[N:9]=2)[CH:5]=[CH:4][CH:3]=1. The yield is 0.950. (3) The reactants are [Br:1]Br.C1(P(C2C=CC=CC=2)C2C=CC=CC=2)C=CC=CC=1.N1C=CN=C1.[CH2:27]([C:29]1[CH:30]=[C:31]([CH2:35]O)[CH:32]=[CH:33][CH:34]=1)[CH3:28]. The catalyst is C(Cl)Cl. The product is [Br:1][CH2:35][C:31]1[CH:32]=[CH:33][CH:34]=[C:29]([CH2:27][CH3:28])[CH:30]=1. The yield is 0.870. (4) The reactants are [Cl:1][C:2]1[C:3]([NH:25][C:26]2[CH:30]=[C:29]([CH:31]3[CH2:33][CH2:32]3)[NH:28][N:27]=2)=[N:4][C:5]([C:8]2[S:12][C:11]([S:13]([NH:16][NH:17]C(OC(C)(C)C)=O)(=[O:15])=[O:14])=[CH:10][CH:9]=2)=[N:6][CH:7]=1. The catalyst is C(O)(C(F)(F)F)=O. The product is [Cl:1][C:2]1[C:3]([NH:25][C:26]2[CH:30]=[C:29]([CH:31]3[CH2:33][CH2:32]3)[NH:28][N:27]=2)=[N:4][C:5]([C:8]2[S:12][C:11]([S:13]([NH:16][NH2:17])(=[O:14])=[O:15])=[CH:10][CH:9]=2)=[N:6][CH:7]=1. The yield is 0.440. (5) The reactants are Cl[C:2]1[CH:3]=[C:4]([CH:25]=[C:26]([CH3:28])[N:27]=1)[C:5]([NH:7][C:8]1[S:9][C:10]2[C:16]([N:17]3[CH2:22][CH2:21][O:20][CH2:19][CH2:18]3)=[CH:15][CH:14]=[C:13]([O:23][CH3:24])[C:11]=2[N:12]=1)=[O:6].[I-:29].[Na+].I. The catalyst is CC(CC)=O.O1CCOCC1. The product is [I:29][C:2]1[CH:3]=[C:4]([CH:25]=[C:26]([CH3:28])[N:27]=1)[C:5]([NH:7][C:8]1[S:9][C:10]2[C:16]([N:17]3[CH2:22][CH2:21][O:20][CH2:19][CH2:18]3)=[CH:15][CH:14]=[C:13]([O:23][CH3:24])[C:11]=2[N:12]=1)=[O:6]. The yield is 0.0700. (6) The reactants are N[C:2]1[C:7]([Cl:8])=[CH:6][C:5]([Cl:9])=[C:4]([CH3:10])[N:3]=1.[BrH:11].BrBr.N([O-])=O.[Na+].[OH-].[Na+]. The catalyst is O. The product is [Br:11][C:2]1[C:7]([Cl:8])=[CH:6][C:5]([Cl:9])=[C:4]([CH3:10])[N:3]=1. The yield is 0.450.